Dataset: Peptide-MHC class I binding affinity with 185,985 pairs from IEDB/IMGT. Task: Regression. Given a peptide amino acid sequence and an MHC pseudo amino acid sequence, predict their binding affinity value. This is MHC class I binding data. (1) The peptide sequence is PVKTDIVNT. The MHC is HLA-A68:02 with pseudo-sequence HLA-A68:02. The binding affinity (normalized) is 0. (2) The peptide sequence is LTALGNHIY. The binding affinity (normalized) is 0.796. The MHC is Mamu-A02 with pseudo-sequence Mamu-A02. (3) The peptide sequence is VPGLSPEAL. The MHC is HLA-A03:01 with pseudo-sequence HLA-A03:01. The binding affinity (normalized) is 0.213. (4) The peptide sequence is ARLMAEALKE. The MHC is HLA-B27:05 with pseudo-sequence HLA-B27:05. The binding affinity (normalized) is 0.305. (5) The peptide sequence is TENLVIEGPT. The MHC is HLA-B40:01 with pseudo-sequence HLA-B40:01. The binding affinity (normalized) is 0.0143. (6) The peptide sequence is TLNTLITLI. The MHC is HLA-A68:02 with pseudo-sequence HLA-A68:02. The binding affinity (normalized) is 0.431. (7) The peptide sequence is KLFAAETLK. The MHC is HLA-A33:01 with pseudo-sequence HLA-A33:01. The binding affinity (normalized) is 0.128. (8) The MHC is HLA-B27:05 with pseudo-sequence HLA-B27:05. The binding affinity (normalized) is 0.0847. The peptide sequence is LTDAFHGYH. (9) The peptide sequence is ECSDSPLVL. The MHC is HLA-A24:02 with pseudo-sequence HLA-A24:02. The binding affinity (normalized) is 0. (10) The peptide sequence is QLYKEQLAKL. The MHC is HLA-A02:02 with pseudo-sequence HLA-A02:02. The binding affinity (normalized) is 0.858.